The task is: Predict the reaction yield, written as a fraction of the theoretical maximum amount of product (1.0 means a 100% yield; for example, 0.34 means a 34% yield).. This data is from Reaction yield outcomes from USPTO patents with 853,638 reactions. (1) The reactants are [O:1]1[CH:5]=[CH:4][CH:3]=[C:2]1[C:6]1[N:10]([C:11]2[CH:16]=[CH:15][C:14]([O:17][CH3:18])=[CH:13][CH:12]=2)[N:9]=[C:8]([C:19]([O:21]C(C)(C)C)=[O:20])[CH:7]=1.FC(F)(F)C(O)=O. The catalyst is ClCCl. The product is [O:1]1[CH:5]=[CH:4][CH:3]=[C:2]1[C:6]1[N:10]([C:11]2[CH:12]=[CH:13][C:14]([O:17][CH3:18])=[CH:15][CH:16]=2)[N:9]=[C:8]([C:19]([OH:21])=[O:20])[CH:7]=1. The yield is 0.960. (2) The product is [C:25]([C:8]1[CH:7]=[C:6]2[C:11](=[CH:10][C:9]=1[O:12][CH3:13])[N:3]([CH2:1][CH3:2])[C:4]([C:16]1[CH:17]=[CH:18][C:19]([N+:22]([O-:24])=[O:23])=[CH:20][CH:21]=1)=[C:5]2[C:14]#[N:15])(=[O:27])[CH3:26]. The reactants are [CH2:1]([N:3]1[C:11]2[C:6](=[CH:7][CH:8]=[C:9]([O:12][CH3:13])[CH:10]=2)[C:5]([C:14]#[N:15])=[C:4]1[C:16]1[CH:21]=[CH:20][C:19]([N+:22]([O-:24])=[O:23])=[CH:18][CH:17]=1)[CH3:2].[C:25](Cl)(=[O:27])[CH3:26].[Al+3].[Cl-].[Cl-].[Cl-]. The catalyst is ClCCCl. The yield is 0.290. (3) The reactants are Br[C:2]1[CH:3]=[C:4]([CH:8]([N:10]2[C:18]3[C:13](=[CH:14][CH:15]=[CH:16][CH:17]=3)[C:12]([C:19]([NH:21][CH2:22][CH:23]3[C:28]([CH3:29])=[CH:27][C:26]([CH3:30])=[N:25][C:24]3=[O:31])=[O:20])=[C:11]2[CH3:32])[CH3:9])[CH:5]=[CH:6][CH:7]=1.[CH3:33][C:34]1([CH3:50])[C:38]([CH3:40])([CH3:39])[O:37][B:36]([B:36]2[O:37][C:38]([CH3:40])([CH3:39])[C:34]([CH3:50])([CH3:33])[O:35]2)[O:35]1.C([O-])(=O)C.[K+]. The catalyst is [Pd](Cl)Cl.C1(P(C2C=CC=CC=2)[C-]2C=CC=C2)C=CC=CC=1.[C-]1(P(C2C=CC=CC=2)C2C=CC=CC=2)C=CC=C1.[Fe+2].O1CCOCC1. The product is [CH3:29][C:28]1[CH:27]=[C:26]([CH3:30])[NH:25][C:24](=[O:31])[C:23]=1[CH2:22][NH:21][C:19]([C:12]1[C:13]2[C:18](=[CH:17][CH:16]=[CH:15][CH:14]=2)[N:10]([CH:8]([C:4]2[CH:5]=[CH:6][CH:7]=[C:2]([B:36]3[O:37][C:38]([CH3:40])([CH3:39])[C:34]([CH3:50])([CH3:33])[O:35]3)[CH:3]=2)[CH3:9])[C:11]=1[CH3:32])=[O:20]. The yield is 0.360. (4) The reactants are [SH:1][C:2]1[CH:7]=[CH:6][CH:5]=[CH:4][N:3]=1.C(=O)([O-])[O-].[K+].[K+].Cl[C:15]1[C:16]([C:22]([NH:24][C:25]2[S:26][CH:27]=[C:28]([CH3:30])[N:29]=2)=[O:23])=[N:17][C:18](Cl)=[CH:19][CH:20]=1.O. The catalyst is CN(C)C=O. The product is [N:3]1[CH:4]=[CH:5][CH:6]=[CH:7][C:2]=1[S:1][C:15]1[C:16]([C:22]([NH:24][C:25]2[S:26][CH:27]=[C:28]([CH3:30])[N:29]=2)=[O:23])=[N:17][C:18]([S:1][C:2]2[CH:7]=[CH:6][CH:5]=[CH:4][N:3]=2)=[CH:19][CH:20]=1. The yield is 0.230. (5) The reactants are [C:1]1([C:8]2[CH:13]=[CH:12][CH:11]=[CH:10][CH:9]=2)[CH:6]=[CH:5][C:4]([NH2:7])=[CH:3][CH:2]=1.[Cl:14][C:15]1[CH:23]=[CH:22][C:18]([C:19](O)=[O:20])=[CH:17][C:16]=1[NH:24][C:25]([C:27]1([N:30]2[CH2:35][CH2:34][O:33][CH2:32][CH2:31]2)[CH2:29][CH2:28]1)=[O:26].F[P-](F)(F)(F)(F)F.N1(O[P+](N2CCCC2)(N2CCCC2)N2CCCC2)C2C=CC=CC=2N=N1.C(N(C(C)C)CC)(C)C. The catalyst is CN(C=O)C. The product is [C:1]1([C:8]2[CH:13]=[CH:12][CH:11]=[CH:10][CH:9]=2)[CH:2]=[CH:3][C:4]([NH:7][C:19](=[O:20])[C:18]2[CH:22]=[CH:23][C:15]([Cl:14])=[C:16]([NH:24][C:25]([C:27]3([N:30]4[CH2:35][CH2:34][O:33][CH2:32][CH2:31]4)[CH2:28][CH2:29]3)=[O:26])[CH:17]=2)=[CH:5][CH:6]=1. The yield is 0.750. (6) The reactants are [NH2:1][C:2]1[CH:3]=[C:4]([C:16](=[O:18])[CH3:17])[CH:5]=[CH:6][C:7]=1[C:8]1[CH2:13][CH2:12][C:11]([CH3:15])([CH3:14])[CH2:10][CH:9]=1.[K+].[C:20]([C:22]1[N:23]=[C:24]([C:35]([O-])=[O:36])[N:25]([CH2:27][O:28][CH2:29][CH2:30][Si:31]([CH3:34])([CH3:33])[CH3:32])[CH:26]=1)#[N:21]. The catalyst is CCOC(C)=O.CCCCCC. The product is [C:16]([C:4]1[CH:5]=[CH:6][C:7]([C:8]2[CH2:13][CH2:12][C:11]([CH3:14])([CH3:15])[CH2:10][CH:9]=2)=[C:2]([NH:1][C:35]([C:24]2[N:25]([CH2:27][O:28][CH2:29][CH2:30][Si:31]([CH3:34])([CH3:33])[CH3:32])[CH:26]=[C:22]([C:20]#[N:21])[N:23]=2)=[O:36])[CH:3]=1)(=[O:18])[CH3:17]. The yield is 0.840.